This data is from Catalyst prediction with 721,799 reactions and 888 catalyst types from USPTO. The task is: Predict which catalyst facilitates the given reaction. (1) Reactant: [CH3:1][S:2][C:3]1[N:8]=[C:7]([S:9][CH3:10])[N:6]=[C:5]([NH:11][CH:12]2[CH2:16][CH2:15][CH2:14][CH2:13]2)[N:4]=1.C1(S(N2C(C3C=CC=CC=3)O2)(=O)=[O:24])C=CC=CC=1. Product: [CH:12]1([NH:11][C:5]2[N:4]=[C:3]([S:2]([CH3:1])=[O:24])[N:8]=[C:7]([S:9][CH3:10])[N:6]=2)[CH2:16][CH2:15][CH2:14][CH2:13]1. The catalyst class is: 4. (2) Reactant: [C:1]([O:5][C:6]([NH:8][C@@H:9]([CH2:13][CH2:14][CH2:15][CH2:16][OH:17])[C:10]([OH:12])=[O:11])=[O:7])([CH3:4])([CH3:3])[CH3:2].[Si](C=[N+]=[N-])(C)(C)[CH3:19]. Product: [CH3:19][O:11][C:10](=[O:12])[C@@H:9]([NH:8][C:6]([O:5][C:1]([CH3:4])([CH3:3])[CH3:2])=[O:7])[CH2:13][CH2:14][CH2:15][CH2:16][OH:17]. The catalyst class is: 61. (3) Reactant: [OH:1][C:2]1([C:12]#[C:13]/[C:14](/[C:21]([F:24])([F:23])[F:22])=[CH:15]\[C:16]([O:18][CH2:19][CH3:20])=[O:17])[C:7]([CH3:9])([CH3:8])[CH2:6][C:5](=O)[CH:4]=[C:3]1[CH3:11].Cl.[CH3:26][O:27][NH2:28].C([O-])(=O)C.[Na+]. Product: [OH:1][C:2]1([C:12]#[C:13]/[C:14](/[C:21]([F:24])([F:22])[F:23])=[CH:15]\[C:16]([O:18][CH2:19][CH3:20])=[O:17])[C:7]([CH3:8])([CH3:9])[CH2:6][C:5](=[N:28][O:27][CH3:26])[CH:4]=[C:3]1[CH3:11]. The catalyst class is: 40. (4) Reactant: [CH2:1]([O:8][C:9]([NH:11][CH2:12][C:13]([OH:15])=O)=[O:10])[C:2]1[CH:7]=[CH:6][CH:5]=[CH:4][CH:3]=1.[NH2:16][CH2:17][C@@H:18]([NH:30][C:31]([O:33][C:34]([CH3:37])([CH3:36])[CH3:35])=[O:32])[CH2:19][CH2:20][CH2:21][NH:22][C:23](=[O:29])[O:24][C:25]([CH3:28])([CH3:27])[CH3:26].C(Cl)CCl.C1C=CC2N(O)N=NC=2C=1. Product: [C:34]([O:33][C:31]([NH:30][C@@H:18]([CH2:19][CH2:20][CH2:21][NH:22][C:23]([O:24][C:25]([CH3:28])([CH3:27])[CH3:26])=[O:29])[CH2:17][NH:16][C:13](=[O:15])[CH2:12][NH:11][C:9](=[O:10])[O:8][CH2:1][C:2]1[CH:3]=[CH:4][CH:5]=[CH:6][CH:7]=1)=[O:32])([CH3:36])([CH3:37])[CH3:35]. The catalyst class is: 9. (5) Reactant: [OH:1][C:2]1[CH:3]=[C:4]([CH2:8][C:9]([O:11][CH2:12][CH3:13])=[O:10])[CH:5]=[CH:6][CH:7]=1.C(=O)([O-])[O-].[K+].[K+].[F:20][C:21]([F:31])([F:30])[C:22]1[CH:29]=[CH:28][C:25]([CH2:26]Br)=[CH:24][CH:23]=1. Product: [F:20][C:21]([F:30])([F:31])[C:22]1[CH:29]=[CH:28][C:25]([CH2:26][O:1][C:2]2[CH:3]=[C:4]([CH2:8][C:9]([O:11][CH2:12][CH3:13])=[O:10])[CH:5]=[CH:6][CH:7]=2)=[CH:24][CH:23]=1. The catalyst class is: 39.